Dataset: Peptide-MHC class I binding affinity with 185,985 pairs from IEDB/IMGT. Task: Regression. Given a peptide amino acid sequence and an MHC pseudo amino acid sequence, predict their binding affinity value. This is MHC class I binding data. (1) The peptide sequence is VVGADGFGY. The MHC is HLA-A29:02 with pseudo-sequence HLA-A29:02. The binding affinity (normalized) is 0.808. (2) The MHC is HLA-A68:02 with pseudo-sequence HLA-A68:02. The peptide sequence is EMADYIFFV. The binding affinity (normalized) is 0.810.